The task is: Predict the product of the given reaction.. This data is from Forward reaction prediction with 1.9M reactions from USPTO patents (1976-2016). (1) Given the reactants [OH-:1].[NH4+:2].[NH2:3][C@:4]([CH3:60])([C:56]([CH3:59])([CH3:58])[CH3:57])[CH2:5][O:6][C@@H:7]1[C@@:14]2([CH3:39])[C@@H:15]3[CH2:16][CH2:17][C@H:18]4[C:27]([C@@:10]3([CH2:11][O:12][CH2:13]2)[CH2:9][C@H:8]1[N:40]1[C:44]([C:45]2[CH:50]=[CH:49][N:48]=[C:47]([C:51](OCC)=O)[CH:46]=2)=[N:43][CH:42]=[N:41]1)=[CH:26][CH2:25][C@:24]1([CH3:28])[C@:19]4([CH3:38])[CH2:20][CH2:21][C@@:22]([C@H:33]([CH3:37])[CH:34]([CH3:36])[CH3:35])([CH3:32])[C@H:23]1[C:29]([OH:31])=[O:30], predict the reaction product. The product is: [NH2:2][C:51]([C:47]1[CH:46]=[C:45]([C:44]2[N:40]([C@@H:8]3[CH2:9][C@:10]45[C:27]6[C@H:18]([CH2:17][CH2:16][C@H:15]4[C@@:14]([CH3:39])([CH2:13][O:12][CH2:11]5)[C@H:7]3[O:6][CH2:5][C@@:4]([NH2:3])([CH3:60])[C:56]([CH3:57])([CH3:59])[CH3:58])[C@:19]3([CH3:38])[C@:24]([CH3:28])([C@H:23]([C:29]([OH:31])=[O:30])[C@:22]([C@H:33]([CH3:37])[CH:34]([CH3:36])[CH3:35])([CH3:32])[CH2:21][CH2:20]3)[CH2:25][CH:26]=6)[N:41]=[CH:42][N:43]=2)[CH:50]=[CH:49][N:48]=1)=[O:1]. (2) Given the reactants [CH2:1]1[C:5]2[CH:6]=[CH:7][CH:8]=[C:9]([O:10][C:11]3[CH:16]=[CH:15][C:14]([NH:17][C:18](=[O:22])[C@@H:19]([CH3:21])[NH2:20])=[CH:13][CH:12]=3)[C:4]=2[CH2:3][O:2]1.Cl[C:24](Cl)([O:26]C(=O)OC(Cl)(Cl)Cl)Cl.C([O-])(O)=O.[Na+], predict the reaction product. The product is: [CH2:1]1[C:5]2[CH:6]=[CH:7][CH:8]=[C:9]([O:10][C:11]3[CH:12]=[CH:13][C:14]([N:17]4[C:18](=[O:22])[C@@H:19]([CH3:21])[NH:20][C:24]4=[O:26])=[CH:15][CH:16]=3)[C:4]=2[CH2:3][O:2]1. (3) The product is: [Cl:1][C:2]1[CH:12]=[C:11]([F:13])[C:10]([F:14])=[CH:9][C:3]=1[C:4]([NH:6][C:7]([NH:15][C:16]1[CH:17]=[C:18]([C:23]2[NH:28][C:27](=[O:29])[C:26]([CH3:30])=[N:25][N:24]=2)[CH:19]=[CH:20][C:21]=1[Cl:22])=[O:8])=[O:5]. Given the reactants [Cl:1][C:2]1[CH:12]=[C:11]([F:13])[C:10]([F:14])=[CH:9][C:3]=1[C:4]([N:6]=[C:7]=[O:8])=[O:5].[NH2:15][C:16]1[CH:17]=[C:18]([C:23]2[NH:28][C:27](=[O:29])[C:26]([CH3:30])=[N:25][N:24]=2)[CH:19]=[CH:20][C:21]=1[Cl:22], predict the reaction product. (4) Given the reactants FC(F)(F)C(O)=O.[CH2:8]([CH:15]1[CH:19]([CH2:20][CH2:21][CH3:22])[CH2:18][N:17](C(OC(C)(C)C)=O)[C:16]1=[O:30])[C:9]1[CH:14]=[CH:13][CH:12]=[CH:11][CH:10]=1.C(=O)([O-])O.[Na+].C(OCC)(=O)C, predict the reaction product. The product is: [CH2:8]([CH:15]1[CH:19]([CH2:20][CH2:21][CH3:22])[CH2:18][NH:17][C:16]1=[O:30])[C:9]1[CH:14]=[CH:13][CH:12]=[CH:11][CH:10]=1. (5) Given the reactants [C:1]([C:5]1[CH:6]=[C:7]([C:12]2[N:16]([C:17]3[CH:25]=CC(C(O)=O)=[CH:19][CH:18]=3)[N:15]=[C:14]([C:26]3[CH:31]=[CH:30][C:29]([C:32]([O:34][CH3:35])=[O:33])=[CH:28][CH:27]=3)[CH:13]=2)[CH:8]=[C:9]([I:11])[CH:10]=1)([CH3:4])([CH3:3])[CH3:2].Cl.CNC.CCN=C=N[CH2:45][CH2:46][CH2:47][N:48]([CH3:50])[CH3:49].C1C=CC2N([OH:60])N=NC=2C=1, predict the reaction product. The product is: [C:1]([C:5]1[CH:6]=[C:7]([C:12]2[N:16]([C:17]3[CH:25]=[CH:45][C:46]([C:47](=[O:60])[N:48]([CH3:49])[CH3:50])=[CH:19][CH:18]=3)[N:15]=[C:14]([C:26]3[CH:27]=[CH:28][C:29]([C:32]([O:34][CH3:35])=[O:33])=[CH:30][CH:31]=3)[CH:13]=2)[CH:8]=[C:9]([I:11])[CH:10]=1)([CH3:4])([CH3:2])[CH3:3].